This data is from Forward reaction prediction with 1.9M reactions from USPTO patents (1976-2016). The task is: Predict the product of the given reaction. (1) Given the reactants Br[C:2]1[N:3]=[C:4]([NH:10][C:11]2[CH:12]=[N:13][C:14]([N:17]3[CH2:22][CH2:21][N:20]([CH:23]4[CH2:26][O:25][CH2:24]4)[CH2:19][CH2:18]3)=[CH:15][CH:16]=2)[C:5](=[O:9])[N:6]([CH3:8])[CH:7]=1.[C:27]([O:30][CH2:31][C:32]1[C:33]([N:47]2[CH2:59][CH2:58][N:50]3[C:51]4[CH2:52][CH2:53][CH2:54][CH2:55][C:56]=4[CH:57]=[C:49]3[C:48]2=[O:60])=[N:34][CH:35]=[CH:36][C:37]=1B1OC(C)(C)C(C)(C)O1)(=[O:29])[CH3:28].C([O-])(=O)C.[Na+].C(#N)C, predict the reaction product. The product is: [C:27]([O:30][CH2:31][C:32]1[C:33]([N:47]2[CH2:59][CH2:58][N:50]3[C:51]4[CH2:52][CH2:53][CH2:54][CH2:55][C:56]=4[CH:57]=[C:49]3[C:48]2=[O:60])=[N:34][CH:35]=[CH:36][C:37]=1[C:2]1[N:3]=[C:4]([NH:10][C:11]2[CH:12]=[N:13][C:14]([N:17]3[CH2:22][CH2:21][N:20]([CH:23]4[CH2:26][O:25][CH2:24]4)[CH2:19][CH2:18]3)=[CH:15][CH:16]=2)[C:5](=[O:9])[N:6]([CH3:8])[CH:7]=1)(=[O:29])[CH3:28]. (2) Given the reactants [NH2:1][C@@H:2]([C:4]([OH:6])=[O:5])[CH3:3].C(N(CC)C(C)C)(C)C.[O:16]1[C:20]2[CH:21]=[CH:22][CH:23]=[CH:24][C:19]=2[CH:18]=[C:17]1[C:25]([NH:27][C:28]1[CH:33]=[CH:32][C:31]([C:34]2[CH:39]=[CH:38][C:37]([S:40](Cl)(=[O:42])=[O:41])=[CH:36][CH:35]=2)=[CH:30][CH:29]=1)=[O:26], predict the reaction product. The product is: [O:16]1[C:20]2[CH:21]=[CH:22][CH:23]=[CH:24][C:19]=2[CH:18]=[C:17]1[C:25]([NH:27][C:28]1[CH:29]=[CH:30][C:31]([C:34]2[CH:39]=[CH:38][C:37]([S:40]([NH:1][C@@H:2]([C:4]([OH:6])=[O:5])[CH3:3])(=[O:42])=[O:41])=[CH:36][CH:35]=2)=[CH:32][CH:33]=1)=[O:26]. (3) Given the reactants [CH:1]1([C:4]2[CH:41]=[CH:40][C:7]([CH2:8][O:9][C:10]3[CH:15]=[CH:14][C:13]([CH:16]4[CH2:19][N:18]([C:20]([C:22]5[CH:27]=[C:26]([CH2:28][O:29][CH2:30][C@@H:31]6[CH2:35][O:34]C(C)(C)[O:32]6)[CH:25]=[CH:24][N:23]=5)=[O:21])[CH2:17]4)=[CH:12][C:11]=3[O:38][CH3:39])=[CH:6][CH:5]=2)[CH2:3][CH2:2]1.C1(C2C=CC(COC3C=CC(C4CN(C(C5C=C([C@H](C6COC(C)(C)O6)OC)C=CN=5)=O)C4)=CC=3OC)=CC=2)CC1.Cl, predict the reaction product. The product is: [CH:1]1([C:4]2[CH:41]=[CH:40][C:7]([CH2:8][O:9][C:10]3[CH:15]=[CH:14][C:13]([CH:16]4[CH2:17][N:18]([C:20]([C:22]5[CH:27]=[C:26]([CH2:28][O:29][CH2:30][C@@H:31]([OH:32])[CH2:35][OH:34])[CH:25]=[CH:24][N:23]=5)=[O:21])[CH2:19]4)=[CH:12][C:11]=3[O:38][CH3:39])=[CH:6][CH:5]=2)[CH2:3][CH2:2]1. (4) Given the reactants CO[C:3](=[O:14])[C@H:4]([NH:6][CH2:7][C:8]1[CH:13]=[CH:12][CH:11]=[CH:10][CH:9]=1)[CH3:5].C(OC([NH:22][C@H:23]([C:25](O)=[O:26])[CH3:24])=O)(C)(C)C.C1CCC(N=C=NC2CCCCC2)CC1, predict the reaction product. The product is: [CH2:7]([N:6]1[C@H:4]([CH3:5])[C:3](=[O:14])[NH:22][C@@H:23]([CH3:24])[C:25]1=[O:26])[C:8]1[CH:9]=[CH:10][CH:11]=[CH:12][CH:13]=1. (5) The product is: [CH3:1][O:2][CH2:3][CH2:4][CH2:5][CH2:6][CH:7]([NH:20][C:21]1[CH:30]=[CH:29][C:24]([C:25]([OH:27])=[O:26])=[CH:23][CH:22]=1)[C:8]1[O:9][C:10]2[CH:17]=[CH:16][C:15]([O:18][CH3:19])=[CH:14][C:11]=2[C:12]=1[CH3:13]. Given the reactants [CH3:1][O:2][CH2:3][CH2:4][CH2:5][CH2:6][CH:7]([NH:20][C:21]1[CH:30]=[CH:29][C:24]([C:25]([O:27]C)=[O:26])=[CH:23][CH:22]=1)[C:8]1[O:9][C:10]2[CH:17]=[CH:16][C:15]([O:18][CH3:19])=[CH:14][C:11]=2[C:12]=1[CH3:13].O1CCCC1.[OH-].[Na+], predict the reaction product. (6) Given the reactants [CH:1]1([NH:4][C:5]([C:7]2[C:16](=[O:17])[C:15]3[C:10](=[N:11][CH:12]=[CH:13][CH:14]=3)[N:9]([C:18]3[CH:19]=[C:20]([C:24]4[CH:29]=[CH:28][C:27]([CH:30]5[O:34][C:33]([CH3:36])([CH3:35])[O:32][CH:31]5[C:37]([O:39]CC)=[O:38])=[CH:26][CH:25]=4)[CH:21]=[CH:22][CH:23]=3)[CH:8]=2)=[O:6])[CH2:3][CH2:2]1.[Li+].[OH-], predict the reaction product. The product is: [CH:1]1([NH:4][C:5]([C:7]2[C:16](=[O:17])[C:15]3[C:10](=[N:11][CH:12]=[CH:13][CH:14]=3)[N:9]([C:18]3[CH:19]=[C:20]([C:24]4[CH:29]=[CH:28][C:27]([CH:30]5[O:34][C:33]([CH3:36])([CH3:35])[O:32][CH:31]5[C:37]([OH:39])=[O:38])=[CH:26][CH:25]=4)[CH:21]=[CH:22][CH:23]=3)[CH:8]=2)=[O:6])[CH2:2][CH2:3]1.